This data is from TCR-epitope binding with 47,182 pairs between 192 epitopes and 23,139 TCRs. The task is: Binary Classification. Given a T-cell receptor sequence (or CDR3 region) and an epitope sequence, predict whether binding occurs between them. (1) The epitope is HTDFSSEIIGY. The TCR CDR3 sequence is CASSFSLATGELFF. Result: 1 (the TCR binds to the epitope). (2) The epitope is FLPRVFSAV. The TCR CDR3 sequence is CSVNDLYGRAVDTQYF. Result: 1 (the TCR binds to the epitope). (3) The epitope is DATYQRTRALVR. The TCR CDR3 sequence is CASSFRTGNREQYF. Result: 0 (the TCR does not bind to the epitope). (4) The epitope is PKYVKQNTLKLAT. The TCR CDR3 sequence is CASSTTGTAFYEQYF. Result: 1 (the TCR binds to the epitope). (5) The epitope is VVYRGTTTY. The TCR CDR3 sequence is CSILVGPYNEQFF. Result: 0 (the TCR does not bind to the epitope).